From a dataset of Forward reaction prediction with 1.9M reactions from USPTO patents (1976-2016). Predict the product of the given reaction. Given the reactants [NH2:1][C:2]1[CH:7]=[C:6]([OH:8])[CH:5]=[C:4]([Cl:9])[C:3]=1[NH:10][C:11]([CH:13]1[CH2:17][CH2:16][O:15][CH2:14]1)=O.O.C1(C)C=CC(S(O)(=O)=O)=CC=1, predict the reaction product. The product is: [Cl:9][C:4]1[C:3]2[NH:10][C:11]([CH:13]3[CH2:17][CH2:16][O:15][CH2:14]3)=[N:1][C:2]=2[CH:7]=[C:6]([OH:8])[CH:5]=1.